From a dataset of Forward reaction prediction with 1.9M reactions from USPTO patents (1976-2016). Predict the product of the given reaction. (1) Given the reactants Cl[C:2]1[C:3]2[CH2:11][N:10]([C:12]3[CH:19]=[CH:18][C:15]([C:16]#[N:17])=[C:14]([C:20]([F:23])([F:22])[F:21])[CH:13]=3)[CH2:9][CH2:8][C:4]=2[N:5]=[CH:6][N:7]=1.[CH:24]([O:27][C:28]1[CH:34]=[CH:33][C:31]([NH2:32])=[CH:30][CH:29]=1)([CH3:26])[CH3:25].C(=O)([O-])O.[Na+], predict the reaction product. The product is: [CH:24]([O:27][C:28]1[CH:34]=[CH:33][C:31]([NH:32][C:2]2[C:3]3[CH2:11][N:10]([C:12]4[CH:19]=[CH:18][C:15]([C:16]#[N:17])=[C:14]([C:20]([F:23])([F:22])[F:21])[CH:13]=4)[CH2:9][CH2:8][C:4]=3[N:5]=[CH:6][N:7]=2)=[CH:30][CH:29]=1)([CH3:26])[CH3:25]. (2) Given the reactants [Br:1][C:2]1[CH:3]=[CH:4][C:5]([N+:15]([O-])=O)=[C:6]([NH:8][CH:9]2[CH2:14][CH2:13][O:12][CH2:11][CH2:10]2)[CH:7]=1.[NH4+].[Cl-], predict the reaction product. The product is: [Br:1][C:2]1[CH:7]=[C:6]([NH:8][CH:9]2[CH2:10][CH2:11][O:12][CH2:13][CH2:14]2)[C:5]([NH2:15])=[CH:4][CH:3]=1. (3) Given the reactants [CH3:1][N:2]([C@@H:11]([CH2:15][CH:16]=[CH2:17])[C:12]([OH:14])=O)[C:3](=[O:10])[C@@H:4]([CH3:9])[CH2:5][CH2:6][CH2:7][CH3:8].[CH2:18]([O:21][C@H:22]1[C:30]2[C:25](=[CH:26][C:27]([O:31][CH3:32])=[CH:28][CH:29]=2)[C@@H:24]([NH:33][CH2:34][C@@H:35]([OH:47])[C@@H:36]([NH2:46])[CH2:37][C:38]2[CH:43]=[C:42]([Cl:44])[CH:41]=[C:40]([Cl:45])[CH:39]=2)[CH2:23]1)[CH:19]=[CH2:20], predict the reaction product. The product is: [CH2:18]([O:21][C@H:22]1[C:30]2[C:25](=[CH:26][C:27]([O:31][CH3:32])=[CH:28][CH:29]=2)[C@@H:24]([NH:33][CH2:34][C@@H:35]([OH:47])[C@@H:36]([NH:46][C:12](=[O:14])[C@@H:11]([N:2]([CH3:1])[C:3](=[O:10])[C@@H:4]([CH3:9])[CH2:5][CH2:6][CH2:7][CH3:8])[CH2:15][CH:16]=[CH2:17])[CH2:37][C:38]2[CH:39]=[C:40]([Cl:45])[CH:41]=[C:42]([Cl:44])[CH:43]=2)[CH2:23]1)[CH:19]=[CH2:20]. (4) Given the reactants C(OC(=O)[NH:7][C@H:8]([C:12](=[O:29])[NH:13][C@@H:14]([C:16]1[N:21]=[CH:20][C:19]([C:22]2[CH:23]=[N:24][C:25]([CH3:28])=[CH:26][CH:27]=2)=[CH:18][CH:17]=1)[CH3:15])[C@H:9]([OH:11])[CH3:10])(C)(C)C.[ClH:31].O1CCOCC1, predict the reaction product. The product is: [ClH:31].[ClH:31].[ClH:31].[NH2:7][C@@H:8]([C@H:9]([OH:11])[CH3:10])[C:12]([NH:13][C@@H:14]([C:16]1[N:21]=[CH:20][C:19]([C:22]2[CH:23]=[N:24][C:25]([CH3:28])=[CH:26][CH:27]=2)=[CH:18][CH:17]=1)[CH3:15])=[O:29]. (5) Given the reactants Cl[C:2]1[CH:7]=[CH:6][C:5]([C:8]2[C:17](=[O:18])[C:16]3[C:11](=[CH:12][CH:13]=[N:14][C:15]=3[NH:19][C:20]3[CH:25]=[CH:24][CH:23]=[CH:22][C:21]=3Cl)[NH:10][CH:9]=2)=[CH:4][CH:3]=1.[CH2:27](N)[CH2:28]C1C=CC=CC=1.Cl[C:37]1C=CC=CC=1N, predict the reaction product. The product is: [C:2]1([CH3:37])[CH:7]=[CH:6][C:5]([C:8]2[C:17](=[O:18])[C:16]3[C:11](=[CH:12][CH:13]=[N:14][C:15]=3[NH:19][CH2:20][CH2:21][C:22]3[CH:23]=[CH:24][CH:25]=[CH:28][CH:27]=3)[NH:10][CH:9]=2)=[CH:4][CH:3]=1. (6) Given the reactants [CH2:1]([C:3]1[CH:8]=[CH:7][CH:6]=[C:5]([CH2:9][CH3:10])[C:4]=1[C:11]1[CH:12]=[C:13]2[CH:19]=[CH:18][N:17]([C:20]3[CH:25]=[CH:24][C:23]([CH:26]([CH3:28])[CH3:27])=[CH:22][CH:21]=3)[C:14]2=[CH:15][N:16]=1)[CH3:2].C1C(=O)N([Br:36])C(=O)C1, predict the reaction product. The product is: [Br:36][C:19]1[C:13]2[C:14](=[CH:15][N:16]=[C:11]([C:4]3[C:5]([CH2:9][CH3:10])=[CH:6][CH:7]=[CH:8][C:3]=3[CH2:1][CH3:2])[CH:12]=2)[N:17]([C:20]2[CH:25]=[CH:24][C:23]([CH:26]([CH3:28])[CH3:27])=[CH:22][CH:21]=2)[CH:18]=1. (7) Given the reactants [I:1][C:2]1[CH:7]=[CH:6][C:5]([CH2:8][CH2:9][OH:10])=[CH:4][CH:3]=1.[H-].[Na+].[CH2:13](Br)[C:14]1[CH:19]=[CH:18][CH:17]=[CH:16][CH:15]=1, predict the reaction product. The product is: [CH2:13]([O:10][CH2:9][CH2:8][C:5]1[CH:6]=[CH:7][C:2]([I:1])=[CH:3][CH:4]=1)[C:14]1[CH:19]=[CH:18][CH:17]=[CH:16][CH:15]=1.